This data is from Full USPTO retrosynthesis dataset with 1.9M reactions from patents (1976-2016). The task is: Predict the reactants needed to synthesize the given product. (1) Given the product [Cl:1][C:2]1[CH:18]=[CH:17][C:5]([O:6][C:7]2[C:12]([CH3:13])=[CH:11][C:10]([NH2:14])=[CH:9][N:8]=2)=[C:4]([CH3:19])[CH:3]=1, predict the reactants needed to synthesize it. The reactants are: [Cl:1][C:2]1[CH:18]=[CH:17][C:5]([O:6][C:7]2[C:12]([CH3:13])=[CH:11][C:10]([N+:14]([O-])=O)=[CH:9][N:8]=2)=[C:4]([CH3:19])[CH:3]=1.[H][H]. (2) Given the product [C:17]([CH2:16][O:15][C:14]1[CH:20]=[C:21]([C:24]#[N:25])[CH:22]=[CH:23][C:13]=1[CH2:12][NH:11][C:1](=[O:9])[C:2]1[CH:3]=[CH:4][CH:5]=[CH:6][CH:7]=1)(=[O:18])[NH2:19], predict the reactants needed to synthesize it. The reactants are: [C:1]([OH:9])(=O)[C:2]1[CH:7]=[CH:6][CH:5]=[CH:4][CH:3]=1.Cl.[NH2:11][CH2:12][C:13]1[CH:23]=[CH:22][C:21]([C:24]#[N:25])=[CH:20][C:14]=1[O:15][CH2:16][C:17]([NH2:19])=[O:18]. (3) Given the product [CH2:24]([N:26]([CH2:30][CH3:31])[CH2:27][CH2:28][NH:29][C:21]([C:17]1[C:18]2[C:13](=[N:12][C:11]3[C:20]([N:19]=2)=[C:7]2[CH:6]=[CH:5][CH:4]=[C:3]([O:2][CH3:1])[C:8]2=[CH:9][CH:10]=3)[CH:14]=[CH:15][CH:16]=1)=[O:22])[CH3:25], predict the reactants needed to synthesize it. The reactants are: [CH3:1][O:2][C:3]1[C:8]2=[CH:9][CH:10]=[C:11]3[C:20]([N:19]=[C:18]4[C:13]([CH:14]=[CH:15][CH:16]=[C:17]4[C:21](O)=[O:22])=[N:12]3)=[C:7]2[CH:6]=[CH:5][CH:4]=1.[CH2:24]([N:26]([CH2:30][CH3:31])[CH2:27][CH2:28][NH2:29])[CH3:25]. (4) Given the product [ClH:24].[CH:16]([N:13]1[CH2:14][CH2:15][N:10]([C:7]2[CH:8]=[CH:9][C:4]([C:3]([OH:19])=[O:2])=[CH:5][CH:6]=2)[CH2:11][CH2:12]1)([CH3:18])[CH3:17], predict the reactants needed to synthesize it. The reactants are: C[O:2][C:3](=[O:19])[C:4]1[CH:9]=[CH:8][C:7]([N:10]2[CH2:15][CH2:14][N:13]([CH:16]([CH3:18])[CH3:17])[CH2:12][CH2:11]2)=[CH:6][CH:5]=1.CC(C)=O.[ClH:24]. (5) The reactants are: [Br:1][C:2]1[C:3](=[O:8])[NH:4][CH:5]=[CH:6][CH:7]=1.F[C:10]1[CH:15]=[CH:14][C:13]([N+:16]([O-:18])=[O:17])=[CH:12][C:11]=1[O:19][CH3:20].P([O-])([O-])([O-])=O.[K+].[K+].[K+].O. Given the product [Br:1][C:2]1[C:3](=[O:8])[N:4]([C:10]2[CH:15]=[CH:14][C:13]([N+:16]([O-:18])=[O:17])=[CH:12][C:11]=2[O:19][CH3:20])[CH:5]=[CH:6][CH:7]=1, predict the reactants needed to synthesize it. (6) Given the product [F:28][CH:27]([F:29])[O:25][C:21]1[CH:20]=[C:19]([CH:24]=[CH:23][CH:22]=1)[CH:18]=[C:8]1[C:9]2[CH:17]=[CH:16][CH:15]=[CH:14][C:10]=2[CH2:11][CH2:12][C:13]2[CH:3]=[CH:4][CH:5]=[CH:6][C:7]1=2, predict the reactants needed to synthesize it. The reactants are: [OH-].[K+].[CH:3]1[C:13]2[CH2:12][CH2:11][C:10]3[CH:14]=[CH:15][CH:16]=[CH:17][C:9]=3[C:8](=[CH:18][C:19]3[CH:20]=[C:21]([OH:25])[CH:22]=[CH:23][CH:24]=3)[C:7]=2[CH:6]=[CH:5][CH:4]=1.Cl[CH:27]([F:29])[F:28]. (7) Given the product [O:1]1[C:5]([C:6]2[S:8][CH:10]=[C:11]([C:12]([O:14][CH2:15][CH3:16])=[O:13])[N:7]=2)=[CH:4][N:3]=[CH:2]1, predict the reactants needed to synthesize it. The reactants are: [O:1]1[C:5]([C:6](=[S:8])[NH2:7])=[CH:4][N:3]=[CH:2]1.Br[CH2:10][C:11](=O)[C:12]([O:14][CH2:15][CH3:16])=[O:13].